Predict the reactants needed to synthesize the given product. From a dataset of Full USPTO retrosynthesis dataset with 1.9M reactions from patents (1976-2016). (1) The reactants are: [CH3:1][O:2][C:3](=[O:13])[C:4]1[CH:9]=[CH:8][C:7]([CH:10]=[N:11][OH:12])=[CH:6][CH:5]=1.ClN1C(=O)CCC1=O.[Cl:22][C:23]1[CH:24]=[C:25]([C:30]([C:32]([F:35])([F:34])[F:33])=[CH2:31])[CH:26]=[C:27]([Cl:29])[CH:28]=1.C(N(CC)CC)C. Given the product [CH3:1][O:2][C:3](=[O:13])[C:4]1[CH:9]=[CH:8][C:7]([C:10]2[CH2:31][C:30]([C:25]3[CH:26]=[C:27]([Cl:29])[CH:28]=[C:23]([Cl:22])[CH:24]=3)([C:32]([F:33])([F:35])[F:34])[O:12][N:11]=2)=[CH:6][CH:5]=1, predict the reactants needed to synthesize it. (2) Given the product [O:1]1[C:5]2[CH:6]=[CH:7][CH:8]=[CH:9][C:4]=2[N:3]=[C:2]1[NH:10][C@@H:11]([CH2:15][CH:16]1[CH2:21][CH2:20][CH2:19][CH2:18][CH2:17]1)[C:12]([NH:35][CH2:34][CH2:33][NH:32][C:29]1[CH:30]=[CH:31][C:26]([O:25][CH3:24])=[CH:27][CH:28]=1)=[O:14], predict the reactants needed to synthesize it. The reactants are: [O:1]1[C:5]2[CH:6]=[CH:7][CH:8]=[CH:9][C:4]=2[N:3]=[C:2]1[NH:10][C@@H:11]([CH2:15][CH:16]1[CH2:21][CH2:20][CH2:19][CH2:18][CH2:17]1)[C:12]([OH:14])=O.Cl.Cl.[CH3:24][O:25][C:26]1[CH:31]=[CH:30][C:29]([NH:32][CH2:33][CH2:34][NH2:35])=[CH:28][CH:27]=1.CCN(C(C)C)C(C)C.CN(C(ON1N=NC2C=CC=NC1=2)=[N+](C)C)C.F[P-](F)(F)(F)(F)F. (3) Given the product [F:20][C:17]1[CH:16]=[C:15]([C@H:21]2[N:22]3[C@H:27]([CH2:26][CH2:25][CH2:24][C:23]3=[O:31])[CH2:28][C@@H:29]3[O:9][C@H:30]23)[CH:14]=[C:13]([F:12])[C:18]=1[F:19].[F:20][C:17]1[CH:16]=[C:15]([C@H:21]2[N:22]3[C@H:27]([CH2:26][CH2:25][CH2:24][C:23]3=[O:31])[CH2:28][C@H:29]3[O:35][C@@H:30]23)[CH:14]=[C:13]([F:12])[C:18]=1[F:19], predict the reactants needed to synthesize it. The reactants are: C1C=C(Cl)C=C(C(OO)=[O:9])C=1.[F:12][C:13]1[CH:14]=[C:15]([C@@H:21]2[CH:30]=[CH:29][CH2:28][C@@H:27]3[N:22]2[C:23](=[O:31])[CH2:24][CH2:25][CH2:26]3)[CH:16]=[C:17]([F:20])[C:18]=1[F:19].O.C(OCC)(=[O:35])C. (4) Given the product [OH:33][C@H:32]([C:31]1[C:23]([CH3:22])=[C:24]2[C:28](=[CH:29][CH:30]=1)[C:27](=[O:35])[O:26][CH2:25]2)[CH2:34][N:15]1[CH2:14][CH2:13][C:10]2([CH2:9][N:8]([C:6]3[CH:5]=[CH:4][C:3]([S:18]([CH3:21])(=[O:20])=[O:19])=[C:2]([CH3:1])[N:7]=3)[CH2:12][CH2:11]2)[CH2:17][CH2:16]1, predict the reactants needed to synthesize it. The reactants are: [CH3:1][C:2]1[N:7]=[C:6]([N:8]2[CH2:12][CH2:11][C:10]3([CH2:17][CH2:16][NH:15][CH2:14][CH2:13]3)[CH2:9]2)[CH:5]=[CH:4][C:3]=1[S:18]([CH3:21])(=[O:20])=[O:19].[CH3:22][C:23]1[C:31]([C@@H:32]2[CH2:34][O:33]2)=[CH:30][CH:29]=[C:28]2[C:24]=1[CH2:25][O:26][C:27]2=[O:35]. (5) Given the product [CH:1]1([CH2:4][O:5][C:6]2[CH:11]=[C:10]([O:12][CH3:13])[CH:9]=[CH:8][C:7]=2[C:14]2[C:15]3[N:22]([CH2:23][O:24][CH2:25][CH2:26][Si:27]([CH3:29])([CH3:28])[CH3:30])[C:21]([CH3:31])=[C:20]([C:32]([NH:35][C@@H:36]4[CH2:40][CH2:39][N:38]([C:41]([O:43][C:44]([CH3:47])([CH3:46])[CH3:45])=[O:42])[CH2:37]4)=[O:33])[C:16]=3[N:17]=[CH:18][N:19]=2)[CH2:2][CH2:3]1, predict the reactants needed to synthesize it. The reactants are: [CH:1]1([CH2:4][O:5][C:6]2[CH:11]=[C:10]([O:12][CH3:13])[CH:9]=[CH:8][C:7]=2[C:14]2[C:15]3[N:22]([CH2:23][O:24][CH2:25][CH2:26][Si:27]([CH3:30])([CH3:29])[CH3:28])[C:21]([CH3:31])=[C:20]([C:32](O)=[O:33])[C:16]=3[N:17]=[CH:18][N:19]=2)[CH2:3][CH2:2]1.[NH2:35][C@@H:36]1[CH2:40][CH2:39][N:38]([C:41]([O:43][C:44]([CH3:47])([CH3:46])[CH3:45])=[O:42])[CH2:37]1. (6) Given the product [S:31]1[C:35]2[CH:36]=[CH:37][CH:38]=[CH:39][C:34]=2[CH:33]=[C:32]1[S:40]([N:11]1[C:7]([C:1]2[CH:6]=[CH:5][CH:4]=[CH:3][CH:2]=2)=[CH:8][C:9]([CH:12]=[O:13])=[CH:10]1)(=[O:42])=[O:41], predict the reactants needed to synthesize it. The reactants are: [C:1]1([C:7]2[NH:11][CH:10]=[C:9]([CH:12]=[O:13])[CH:8]=2)[CH:6]=[CH:5][CH:4]=[CH:3][CH:2]=1.[H-].[Na+].C1OCCOCCOCCOCCOC1.[S:31]1[C:35]2[CH:36]=[CH:37][CH:38]=[CH:39][C:34]=2[CH:33]=[C:32]1[S:40](Cl)(=[O:42])=[O:41]. (7) Given the product [NH2:1][C:2]1[C:3]([C:10]([O:12][CH3:13])=[O:11])=[N:4][C:5]([C:16]2[C:17]([F:25])=[CH:18][C:19]([O:21][CH:22]([CH3:23])[CH3:24])=[CH:20][C:15]=2[F:14])=[C:6]([F:8])[CH:7]=1, predict the reactants needed to synthesize it. The reactants are: [NH2:1][C:2]1[C:3]([C:10]([O:12][CH3:13])=[O:11])=[N:4][C:5](Br)=[C:6]([F:8])[CH:7]=1.[F:14][C:15]1[CH:20]=[C:19]([O:21][CH:22]([CH3:24])[CH3:23])[CH:18]=[C:17]([F:25])[C:16]=1B1OC(C)(C)C(C)(C)O1.